Dataset: Full USPTO retrosynthesis dataset with 1.9M reactions from patents (1976-2016). Task: Predict the reactants needed to synthesize the given product. (1) Given the product [CH3:1][O:2][C:3]1[CH:4]=[C:5]([O:6][CH:7]2[CH2:12][CH2:11][O:10][CH2:9][CH2:8]2)[CH:13]=[CH:14][C:15]=1[NH2:16], predict the reactants needed to synthesize it. The reactants are: [CH3:1][O:2][C:3]1[CH:4]=[C:5]([CH:13]=[CH:14][C:15]=1[N+:16]([O-])=O)[O:6][CH:7]1[CH2:12][CH2:11][O:10][CH2:9][CH2:8]1. (2) Given the product [C:23]([C@@H:26]1[CH2:30][CH2:29][CH2:28][N:27]1[C:31]([O:33][CH2:34][C:35]1[CH:40]=[CH:39][CH:38]=[CH:37][CH:36]=1)=[O:32])(=[S:10])[NH2:24], predict the reactants needed to synthesize it. The reactants are: COC1C=CC(P2(SP(C3C=CC(OC)=CC=3)(=S)S2)=[S:10])=CC=1.[C:23]([C@@H:26]1[CH2:30][CH2:29][CH2:28][N:27]1[C:31]([O:33][CH2:34][C:35]1[CH:40]=[CH:39][CH:38]=[CH:37][CH:36]=1)=[O:32])(=O)[NH2:24]. (3) Given the product [F:28][C:25]([F:26])([F:27])[C:22]1[CH:23]=[CH:24][C:19]([C:14]2[CH:15]=[CH:16][CH:17]=[CH:18][C:13]=2[C:11]([NH:10][C:7]2[CH:8]=[CH:9][C:4]([O:3][CH2:40][CH2:41][C:42]3[N:43]=[C:44]([NH:47][C:48](=[O:49])[O:50][C:51]([CH3:54])([CH3:53])[CH3:52])[S:45][CH:46]=3)=[CH:5][CH:6]=2)=[O:12])=[CH:20][CH:21]=1, predict the reactants needed to synthesize it. The reactants are: [H-].[Na+].[OH:3][C:4]1[CH:9]=[CH:8][C:7]([NH:10][C:11]([C:13]2[C:14]([C:19]3[CH:24]=[CH:23][C:22]([C:25]([F:28])([F:27])[F:26])=[CH:21][CH:20]=3)=[CH:15][CH:16]=[CH:17][CH:18]=2)=[O:12])=[CH:6][CH:5]=1.CC1C=CC(S(O[CH2:40][CH2:41][C:42]2[N:43]=[C:44]([NH:47][C:48]([O:50][C:51]([CH3:54])([CH3:53])[CH3:52])=[O:49])[S:45][CH:46]=2)(=O)=O)=CC=1. (4) Given the product [CH3:34][O:33][C:28]1[CH:29]=[CH:30][CH:31]=[CH:32][C:27]=1[C:24]1[CH:23]=[CH:22][C:21]([C:19]([N:10]2[C:11]3[CH:18]=[CH:17][CH:16]=[CH:15][C:12]=3[CH2:13][N:14]3[C:5]([C:3]([NH:52][CH2:51][C:50]4[C:45]([O:38][C:39]5[CH:44]=[CH:43][CH:42]=[CH:41][CH:40]=5)=[N:46][CH:47]=[CH:48][CH:49]=4)=[O:4])=[CH:6][CH:7]=[C:8]3[CH2:9]2)=[O:20])=[CH:26][CH:25]=1, predict the reactants needed to synthesize it. The reactants are: ClC(Cl)(Cl)[C:3]([C:5]1[N:14]2[C:8]([CH2:9][N:10]([C:19]([C:21]3[CH:26]=[CH:25][C:24]([C:27]4[CH:32]=[CH:31][CH:30]=[CH:29][C:28]=4[O:33][CH3:34])=[CH:23][CH:22]=3)=[O:20])[C:11]3[CH:18]=[CH:17][CH:16]=[CH:15][C:12]=3[CH2:13]2)=[CH:7][CH:6]=1)=[O:4].[Cl-].[O:38]([C:45]1[C:50]([CH2:51][NH3+:52])=[CH:49][CH:48]=[CH:47][N:46]=1)[C:39]1[CH:44]=[CH:43][CH:42]=[CH:41][CH:40]=1.C(N(CC)CC)C.CS(C)=O. (5) Given the product [F:1][C:2]1[CH:7]=[CH:6][C:5]([CH2:8][C:11]([C:12]2[CH:17]=[CH:16][N:15]=[CH:14][CH:13]=2)=[O:18])=[CH:4][CH:3]=1, predict the reactants needed to synthesize it. The reactants are: [F:1][C:2]1[CH:7]=[CH:6][C:5]([C:8](=[C:11]([OH:18])[C:12]2[CH:17]=[CH:16][N:15]=[CH:14][CH:13]=2)C#N)=[CH:4][CH:3]=1.N. (6) Given the product [C:10]([O:14][C:15]([NH:17][C@@H:18]([CH2:28][C:29]1[CH:30]=[CH:31][CH:32]=[CH:33][CH:34]=1)[C:19](=[O:27])/[CH:20]=[CH:2]/[CH2:3][CH2:4][CH2:5][C:6]([O:8][CH3:9])=[O:7])=[O:16])([CH3:11])([CH3:12])[CH3:13], predict the reactants needed to synthesize it. The reactants are: O=[CH:2][CH2:3][CH2:4][CH2:5][C:6]([O:8][CH3:9])=[O:7].[C:10]([O:14][C:15]([NH:17][C@@H:18]([CH2:28][C:29]1[CH:34]=[CH:33][CH:32]=[CH:31][CH:30]=1)[C:19](=[O:27])[CH2:20]P(=O)(OC)OC)=[O:16])([CH3:13])([CH3:12])[CH3:11].C([O-])([O-])=O.[K+].[K+]. (7) Given the product [F:1][C:2]([F:16])([F:15])[C:3]1[CH:4]=[C:5]([CH:6]2[C:18]([C:17]([NH2:23])=[O:22])=[C:19]([CH3:21])[NH:27][C:25](=[O:26])[NH:24]2)[CH:8]=[C:9]([C:11]([F:14])([F:13])[F:12])[CH:10]=1, predict the reactants needed to synthesize it. The reactants are: [F:1][C:2]([F:16])([F:15])[C:3]1[CH:4]=[C:5]([CH:8]=[C:9]([C:11]([F:14])([F:13])[F:12])[CH:10]=1)[CH:6]=O.[C:17]([NH2:23])(=[O:22])[CH2:18][C:19]([CH3:21])=O.[NH2:24][C:25]([NH2:27])=[O:26].B(F)(F)F.CCOCC. (8) Given the product [C:19]([C:18]1[O:15][C:14]([C:11]2[N:10]=[C:9]([C:24]3[CH:29]=[CH:28][C:27]([Cl:30])=[CH:26][C:25]=3[Cl:31])[N:8]([C:5]3[CH:4]=[CH:3][C:2]([Cl:1])=[CH:7][CH:6]=3)[C:12]=2[CH3:13])=[N:16][N:17]=1)([CH3:22])([CH3:21])[CH3:20], predict the reactants needed to synthesize it. The reactants are: [Cl:1][C:2]1[CH:7]=[CH:6][C:5]([N:8]2[C:12]([CH3:13])=[C:11]([C:14]([NH:16][NH:17][C:18](=O)[C:19]([CH3:22])([CH3:21])[CH3:20])=[O:15])[N:10]=[C:9]2[C:24]2[CH:29]=[CH:28][C:27]([Cl:30])=[CH:26][C:25]=2[Cl:31])=[CH:4][CH:3]=1.CC[N+](S(N=C(OC)[O-])(=O)=O)(CC)CC.